Dataset: Cav3 T-type calcium channel HTS with 100,875 compounds. Task: Binary Classification. Given a drug SMILES string, predict its activity (active/inactive) in a high-throughput screening assay against a specified biological target. (1) The drug is S=C(NC1CC2N(C(C1)CCC2)Cc1occc1)NCC. The result is 0 (inactive). (2) The molecule is s1c2c(=O)n(CCCC(=O)N3CCN(CC3)c3c(OC)cccc3)c(=O)[nH]c2cc1. The result is 0 (inactive). (3) The drug is S(c1n(c(nn1)C1CCCCC1)CC=C)CC(=O)Nc1n(nc(c1)C)c1ccccc1. The result is 0 (inactive). (4) The molecule is FC(F)(F)Oc1ccc(CNC(=O)c2n(nc(c2)c2ccccc2)CC2ON=C(C2)c2cccnc2)cc1. The result is 0 (inactive). (5) The drug is O=C(NCc1cc(OC)ccc1)C1CCN(CC1)c1n2ncnc2nc(c1CC)C. The result is 0 (inactive).